This data is from Peptide-MHC class I binding affinity with 185,985 pairs from IEDB/IMGT. The task is: Regression. Given a peptide amino acid sequence and an MHC pseudo amino acid sequence, predict their binding affinity value. This is MHC class I binding data. (1) The MHC is HLA-A25:01 with pseudo-sequence HLA-A25:01. The peptide sequence is RAMDVYCHR. The binding affinity (normalized) is 0.0847. (2) The binding affinity (normalized) is 0.951. The MHC is HLA-A02:03 with pseudo-sequence HLA-A02:03. The peptide sequence is QQFANVISKI. (3) The peptide sequence is KYYLAYTSY. The MHC is HLA-C14:02 with pseudo-sequence HLA-C14:02. The binding affinity (normalized) is 1.00. (4) The peptide sequence is PAVQTNWQKL. The MHC is Patr-B0101 with pseudo-sequence Patr-B0101. The binding affinity (normalized) is 0.339. (5) The binding affinity (normalized) is 0.0847. The MHC is HLA-A11:01 with pseudo-sequence HLA-A11:01. The peptide sequence is RFLEDYFGV. (6) The peptide sequence is DAASSRITK. The MHC is HLA-A11:01 with pseudo-sequence HLA-A11:01. The binding affinity (normalized) is 0. (7) The peptide sequence is MVVKVNAAL. The MHC is HLA-B15:01 with pseudo-sequence HLA-B15:01. The binding affinity (normalized) is 0.390. (8) The peptide sequence is YSDIPRLKK. The binding affinity (normalized) is 0.0847. The MHC is HLA-B15:01 with pseudo-sequence HLA-B15:01.